This data is from NCI-60 drug combinations with 297,098 pairs across 59 cell lines. The task is: Regression. Given two drug SMILES strings and cell line genomic features, predict the synergy score measuring deviation from expected non-interaction effect. (1) Drug 1: CC12CCC(CC1=CCC3C2CCC4(C3CC=C4C5=CN=CC=C5)C)O. Drug 2: C1CC(C1)(C(=O)O)C(=O)O.[NH2-].[NH2-].[Pt+2]. Cell line: DU-145. Synergy scores: CSS=47.4, Synergy_ZIP=0.372, Synergy_Bliss=1.53, Synergy_Loewe=1.14, Synergy_HSA=0.725. (2) Drug 1: C1=CN(C=N1)CC(O)(P(=O)(O)O)P(=O)(O)O. Drug 2: CC(C)(C#N)C1=CC(=CC(=C1)CN2C=NC=N2)C(C)(C)C#N. Cell line: NCIH23. Synergy scores: CSS=2.00, Synergy_ZIP=-0.830, Synergy_Bliss=-0.634, Synergy_Loewe=-2.38, Synergy_HSA=-0.999. (3) Drug 1: C(=O)(N)NO. Drug 2: C(CC(=O)O)C(=O)CN.Cl. Cell line: DU-145. Synergy scores: CSS=15.7, Synergy_ZIP=-5.98, Synergy_Bliss=-4.49, Synergy_Loewe=3.68, Synergy_HSA=-0.350. (4) Drug 1: C1=CC(=CC=C1C#N)C(C2=CC=C(C=C2)C#N)N3C=NC=N3. Drug 2: CC(C)(C#N)C1=CC(=CC(=C1)CN2C=NC=N2)C(C)(C)C#N. Cell line: RPMI-8226. Synergy scores: CSS=15.6, Synergy_ZIP=-1.32, Synergy_Bliss=-3.32, Synergy_Loewe=1.96, Synergy_HSA=-3.40.